From a dataset of Peptide-MHC class II binding affinity with 134,281 pairs from IEDB. Regression. Given a peptide amino acid sequence and an MHC pseudo amino acid sequence, predict their binding affinity value. This is MHC class II binding data. (1) The peptide sequence is ISGDLKTQIDQVEST. The MHC is HLA-DPA10103-DPB10401 with pseudo-sequence HLA-DPA10103-DPB10401. The binding affinity (normalized) is 0.0420. (2) The peptide sequence is AAEWVLAYMLFTKFF. The MHC is DRB1_0101 with pseudo-sequence DRB1_0101. The binding affinity (normalized) is 0.639.